This data is from Forward reaction prediction with 1.9M reactions from USPTO patents (1976-2016). The task is: Predict the product of the given reaction. (1) Given the reactants [NH2:1][C:2]1[CH:10]=[C:9]2[C:5]([CH2:6][CH2:7][N:8]2[C:11]([C:13]2[CH2:17][CH:16]([CH2:18][N:19]3[CH2:24][CH2:23][N:22]([C:25]4[CH:30]=[CH:29][CH:28]=[CH:27][C:26]=4[O:31][CH:32]([CH3:34])[CH3:33])[CH2:21][CH2:20]3)[O:15][N:14]=2)=[O:12])=[CH:4][CH:3]=1.[F:35][C:36]1[CH:43]=[CH:42][CH:41]=[CH:40][C:37]=1[CH:38]=O.[BH4-].[Na+], predict the reaction product. The product is: [F:35][C:36]1[CH:43]=[CH:42][CH:41]=[CH:40][C:37]=1[CH2:38][NH:1][C:2]1[CH:10]=[C:9]2[C:5]([CH2:6][CH2:7][N:8]2[C:11]([C:13]2[CH2:17][CH:16]([CH2:18][N:19]3[CH2:20][CH2:21][N:22]([C:25]4[CH:30]=[CH:29][CH:28]=[CH:27][C:26]=4[O:31][CH:32]([CH3:34])[CH3:33])[CH2:23][CH2:24]3)[O:15][N:14]=2)=[O:12])=[CH:4][CH:3]=1. (2) The product is: [Cl:1][C:2]1[NH:10][C:9]2[C:8](=[O:14])[N:7]([CH3:15])[C:6](=[O:16])[N:5]([CH2:24][CH2:25][CH2:26][C:27]([F:30])([F:29])[F:28])[C:4]=2[N:3]=1. Given the reactants [Cl:1][C:2]1[N:10](CC=C)[C:9]2[C:8](=[O:14])[N:7]([CH3:15])[C:6](=[O:16])[NH:5][C:4]=2[N:3]=1.C(=O)([O-])[O-].[Cs+].[Cs+].Br[CH2:24][CH2:25][CH2:26][C:27]([F:30])([F:29])[F:28].N1CCOCC1.Cl, predict the reaction product. (3) The product is: [CH:25]1([NH:28][CH2:29][C@@H:30]2[C@H:34]([F:35])[CH2:33][N:32]([C:11]3[CH:10]=[C:9]4[C:4]([C:5](=[O:24])[C:6]([C:21]([OH:23])=[O:22])=[CH:7][N:8]4[C:13]4[CH:18]=[CH:17][C:16]([F:19])=[CH:15][C:14]=4[F:20])=[CH:3][C:2]=3[F:1])[CH2:31]2)[CH2:27][CH2:26]1. Given the reactants [F:1][C:2]1[CH:3]=[C:4]2[C:9](=[CH:10][C:11]=1F)[N:8]([C:13]1[CH:18]=[CH:17][C:16]([F:19])=[CH:15][C:14]=1[F:20])[CH:7]=[C:6]([C:21]([OH:23])=[O:22])[C:5]2=[O:24].[CH:25]1([NH:28][CH2:29][C@@H:30]2[C@H:34]([F:35])[CH2:33][NH:32][CH2:31]2)[CH2:27][CH2:26]1, predict the reaction product. (4) Given the reactants C(=O)([O-])[O-].[K+].[K+].[OH:7][C:8]1[CH:17]=[C:16]([N+:18]([O-:20])=[O:19])[CH:15]=[CH:14][C:9]=1[C:10]([O:12][CH3:13])=[O:11].[CH2:21](Br)[C:22]1[CH:27]=[CH:26][CH:25]=[CH:24][CH:23]=1, predict the reaction product. The product is: [CH2:21]([O:7][C:8]1[CH:17]=[C:16]([N+:18]([O-:20])=[O:19])[CH:15]=[CH:14][C:9]=1[C:10]([O:12][CH3:13])=[O:11])[C:22]1[CH:27]=[CH:26][CH:25]=[CH:24][CH:23]=1. (5) Given the reactants [OH:1][CH:2]1[CH2:6][CH2:5][C:4]([CH2:7][CH2:8][CH2:9][CH2:10][PH:11](=[O:15])[O:12][CH2:13][CH3:14])=[CH:3]1.[Si:16](Cl)([C:19]([CH3:22])([CH3:21])[CH3:20])([CH3:18])[CH3:17].C(N(CC)CC)C, predict the reaction product. The product is: [Si:16]([O:1][CH:2]1[CH2:6][CH2:5][C:4]([CH2:7][CH2:8][CH2:9][CH2:10][PH:11](=[O:15])[O:12][CH2:13][CH3:14])=[CH:3]1)([C:19]([CH3:22])([CH3:21])[CH3:20])([CH3:18])[CH3:17]. (6) Given the reactants [CH:1]1[C:14]2[CH:13]=[C:12](B(O)O)[C:11]3[C:6](=[CH:7][CH:8]=[CH:9][CH:10]=3)[C:5]=2[CH:4]=[CH:3][CH:2]=1.Br[C:19]1[CH:20]=[C:21]([C:26]2[N:31]=[C:30]([C:32]3[CH:37]=[CH:36][C:35]([CH3:38])=[CH:34][CH:33]=3)[N:29]=[C:28]([C:39]3[CH:44]=[CH:43][C:42]([CH3:45])=[CH:41][CH:40]=3)[N:27]=2)[CH:22]=[C:23](Br)[CH:24]=1.C([O-])([O-])=O.[K+].[K+].[N:52]1[CH:57]=[CH:56][CH:55]=[CH:54][C:53]=1[C:58]1[CH:63]=[CH:62][C:61](B(O)O)=[CH:60][CH:59]=1, predict the reaction product. The product is: [C:35]1([CH3:38])[CH:34]=[CH:33][C:32]([C:30]2[N:29]=[C:28]([C:39]3[CH:44]=[CH:43][C:42]([CH3:45])=[CH:41][CH:40]=3)[N:27]=[C:26]([C:21]3[CH:20]=[C:19]([C:61]4[CH:60]=[CH:59][C:58]([C:53]5[CH:54]=[CH:55][CH:56]=[CH:57][N:52]=5)=[CH:63][CH:62]=4)[CH:24]=[C:23]([C:13]4[C:14]5[C:5]([C:6]6[CH:7]=[CH:8][CH:9]=[CH:10][C:11]=6[CH:12]=4)=[CH:4][CH:3]=[CH:2][CH:1]=5)[CH:22]=3)[N:31]=2)=[CH:37][CH:36]=1.